Dataset: Peptide-MHC class II binding affinity with 134,281 pairs from IEDB. Task: Regression. Given a peptide amino acid sequence and an MHC pseudo amino acid sequence, predict their binding affinity value. This is MHC class II binding data. (1) The peptide sequence is IDTLKKNENIKEL. The MHC is HLA-DQA10102-DQB10602 with pseudo-sequence HLA-DQA10102-DQB10602. The binding affinity (normalized) is 0.210. (2) The peptide sequence is SAATAGTTVYGAFAA. The MHC is HLA-DPA10103-DPB10601 with pseudo-sequence HLA-DPA10103-DPB10601. The binding affinity (normalized) is 0.0752. (3) The peptide sequence is VFLQTHIFAEVLKDAIKDL. The MHC is HLA-DQA10301-DQB10302 with pseudo-sequence HLA-DQA10301-DQB10302. The binding affinity (normalized) is 0.504. (4) The peptide sequence is GQHTLPRCWLIRNGS. The MHC is DRB1_1302 with pseudo-sequence DRB1_1302. The binding affinity (normalized) is 0.507.